This data is from Full USPTO retrosynthesis dataset with 1.9M reactions from patents (1976-2016). The task is: Predict the reactants needed to synthesize the given product. (1) Given the product [ClH:1].[Cl:1][C:2]1[CH:9]=[CH:8][C:5]([CH2:6][C:18](=[NH:19])[C:17]([CH3:21])([CH3:20])[CH3:16])=[CH:4][CH:3]=1, predict the reactants needed to synthesize it. The reactants are: [Cl:1][C:2]1[CH:9]=[CH:8][C:5]([CH2:6]Br)=[CH:4][CH:3]=1.C(OCC)C.[Mg].[CH3:16][C:17]([CH3:21])([CH3:20])[C:18]#[N:19]. (2) Given the product [C:1]([O:4][CH2:5][CH2:6][O:7][C:8]1[CH:12]=[C:11]([NH:20][S:21]([C:24]2[CH:25]=[CH:26][C:27]([C:30]([CH3:33])([CH3:32])[CH3:31])=[CH:28][CH:29]=2)(=[O:22])=[O:23])[N:10]([CH3:34])[N:9]=1)(=[O:3])[CH3:2], predict the reactants needed to synthesize it. The reactants are: [C:1]([O:4][CH2:5][CH2:6][O:7][C:8]1[C:12](C(OC(C)(C)C)=O)=[C:11]([NH:20][S:21]([C:24]2[CH:29]=[CH:28][C:27]([C:30]([CH3:33])([CH3:32])[CH3:31])=[CH:26][CH:25]=2)(=[O:23])=[O:22])[N:10]([CH3:34])[N:9]=1)(=[O:3])[CH3:2].FC(F)(F)C(O)=O. (3) Given the product [CH3:8][N:11]([CH3:10])[C:2]1[CH:7]=[CH:6][CH:5]=[CH:4][CH:3]=1, predict the reactants needed to synthesize it. The reactants are: N[C:2]1[CH:7]=[CH:6][CH:5]=[CH:4][CH:3]=1.[CH2:8]=O.[C:10]([BH3-])#[N:11].[Na+]. (4) Given the product [C:32]([O:36][C:37]([N:39]1[CH2:43][C@H:42]([O:44][C:45]2[C:54]3[C:49](=[CH:50][C:51]([O:55][CH3:56])=[CH:52][CH:53]=3)[N:48]=[C:47]([C:57]3[N:58]=[C:59]([NH:62][CH:63]([CH3:64])[CH3:65])[S:60][CH:61]=3)[CH:46]=2)[CH2:41][C@H:40]1[C:66](=[O:67])[NH:28][C@:23]1([C:21]([NH:20][S:19]([C:14]2[CH:15]=[CH:16][CH:17]=[CH:18][C:13]=2[NH:12][CH2:11][CH2:10][CH2:9][CH2:8][CH2:7][CH2:6][CH2:5][CH2:4][C:3]([O:2][CH3:1])=[O:31])(=[O:30])=[O:29])=[O:22])[CH2:25][C@H:24]1[CH:26]=[CH2:27])=[O:38])([CH3:35])([CH3:33])[CH3:34], predict the reactants needed to synthesize it. The reactants are: [CH3:1][O:2][C:3](=[O:31])[CH2:4][CH2:5][CH2:6][CH2:7][CH2:8][CH2:9][CH2:10][CH2:11][NH:12][C:13]1[CH:18]=[CH:17][CH:16]=[CH:15][C:14]=1[S:19](=[O:30])(=[O:29])[NH:20][C:21]([C@@:23]1([NH2:28])[CH2:25][C@H:24]1[CH:26]=[CH2:27])=[O:22].[C:32]([O:36][C:37]([N:39]1[CH2:43][C@H:42]([O:44][C:45]2[C:54]3[C:49](=[CH:50][C:51]([O:55][CH3:56])=[CH:52][CH:53]=3)[N:48]=[C:47]([C:57]3[N:58]=[C:59]([NH:62][CH:63]([CH3:65])[CH3:64])[S:60][CH:61]=3)[CH:46]=2)[CH2:41][C@H:40]1[C:66](O)=[O:67])=[O:38])([CH3:35])([CH3:34])[CH3:33].CN(C(ON1N=NC2C=CC=NC1=2)=[N+](C)C)C.F[P-](F)(F)(F)(F)F.CCN(C(C)C)C(C)C. (5) Given the product [NH:17]1[CH2:16][CH:15]([C:2]2[N:7]=[CH:6][C:5]([CH:8]3[CH2:10][CH2:9]3)=[CH:4][N:3]=2)[CH2:18]1, predict the reactants needed to synthesize it. The reactants are: Cl[C:2]1[N:7]=[CH:6][C:5]([CH:8]2[CH2:10][CH2:9]2)=[CH:4][N:3]=1.ClC1[N:17]=[CH:16][C:15]([CH3:18])=CN=1.